The task is: Regression. Given a peptide amino acid sequence and an MHC pseudo amino acid sequence, predict their binding affinity value. This is MHC class II binding data.. This data is from Peptide-MHC class II binding affinity with 134,281 pairs from IEDB. (1) The peptide sequence is AFALVLLFCALASSC. The MHC is DRB1_0401 with pseudo-sequence DRB1_0401. The binding affinity (normalized) is 0.209. (2) The peptide sequence is PANDKFTVFEAAFNN. The MHC is DRB3_0202 with pseudo-sequence DRB3_0202. The binding affinity (normalized) is 0.158. (3) The peptide sequence is KRVPMALQHFGWEVM. The MHC is HLA-DQA10201-DQB10301 with pseudo-sequence HLA-DQA10201-DQB10301. The binding affinity (normalized) is 0.439. (4) The peptide sequence is YPSGTSGSPIVNRNG. The MHC is DRB1_1301 with pseudo-sequence DRB1_1301. The binding affinity (normalized) is 0.428. (5) The peptide sequence is SELQMSWLPLCVRLE. The MHC is DRB3_0202 with pseudo-sequence DRB3_0202. The binding affinity (normalized) is 0.509.